From a dataset of Forward reaction prediction with 1.9M reactions from USPTO patents (1976-2016). Predict the product of the given reaction. (1) Given the reactants [F:1][C:2]([F:14])([F:13])[O:3][C:4]1[CH:9]=[CH:8][C:7]([N:10]=[C:11]=[O:12])=[CH:6][CH:5]=1.ClC1C=CC(NC(=O)[NH:24][C@H:25]2[CH2:30][CH2:29][C@H:28]([O:31][C:32]3[CH:40]=[CH:39][C:35](C(O)=O)=[CH:34][CH:33]=3)[CH2:27][CH2:26]2)=CC=1C(F)(F)F, predict the reaction product. The product is: [CH3:7][NH:10][C:11](=[O:12])[C:39]1[CH:35]=[CH:34][CH:33]=[C:32]([O:31][C:28]2[CH:27]=[CH:26][C:25]([NH:24][C:11]([NH:10][C:7]3[CH:6]=[CH:5][C:4]([O:3][C:2]([F:13])([F:14])[F:1])=[CH:9][CH:8]=3)=[O:12])=[CH:30][CH:29]=2)[CH:40]=1. (2) Given the reactants [C:1]([O:5][C:6]([N:8]1[CH2:13][CH:12]=[C:11]([C:14]2[CH:19]=[CH:18][C:17]([C:20]([O:22][CH3:23])=[O:21])=[CH:16][C:15]=2[S:24]([CH3:27])(=[O:26])=[O:25])[CH2:10][CH2:9]1)=[O:7])([CH3:4])([CH3:3])[CH3:2], predict the reaction product. The product is: [C:1]([O:5][C:6]([N:8]1[CH2:9][CH2:10][CH:11]([C:14]2[CH:19]=[CH:18][C:17]([C:20]([O:22][CH3:23])=[O:21])=[CH:16][C:15]=2[S:24]([CH3:27])(=[O:26])=[O:25])[CH2:12][CH2:13]1)=[O:7])([CH3:4])([CH3:3])[CH3:2]. (3) Given the reactants [NH:1]1[CH:5]=[C:4]([C:6]2[CH:22]=[CH:21][C:9]3[C:10]4[N:11]=[C:12]([C:18](O)=[O:19])[S:13][C:14]=4[CH2:15][CH2:16][O:17][C:8]=3[CH:7]=2)[CH:3]=[N:2]1.[CH3:23][NH:24][CH2:25][CH2:26][C:27]1[CH:32]=[CH:31][CH:30]=[CH:29][N:28]=1, predict the reaction product. The product is: [CH3:23][N:24]([CH2:25][CH2:26][C:27]1[CH:32]=[CH:31][CH:30]=[CH:29][N:28]=1)[C:18]([C:12]1[S:13][C:14]2[CH2:15][CH2:16][O:17][C:8]3[CH:7]=[C:6]([C:4]4[CH:3]=[N:2][NH:1][CH:5]=4)[CH:22]=[CH:21][C:9]=3[C:10]=2[N:11]=1)=[O:19]. (4) The product is: [Cl:32][C:17]1[N:16]2[CH:19]=[CH:20][N:21]=[C:15]2[N:14]=[C:13]([Cl:3])[C:12]=1[C:6]1[CH:11]=[CH:10][CH:9]=[CH:8][CH:7]=1. Given the reactants P(Cl)(Cl)([Cl:3])=O.[C:6]1([C:12]2[C:13](O)=[N:14][C:15]3[N:16]([CH:19]=[CH:20][N:21]=3)[C:17]=2O)[CH:11]=[CH:10][CH:9]=[CH:8][CH:7]=1.CN(C)C1C=CC=CC=1.[ClH:32], predict the reaction product. (5) The product is: [CH3:23][C:18]1([CH3:24])[C:19]([CH3:22])([CH3:21])[O:20][B:16]([C:7]2[CH2:12][CH2:11][CH2:10][C:9](=[O:13])[CH:8]=2)[O:17]1. Given the reactants FC(F)(F)S(O[C:7]1[CH2:12][CH2:11][CH2:10][C:9](=[O:13])[CH:8]=1)(=O)=O.[B:16]1([B:16]2[O:20][C:19]([CH3:22])([CH3:21])[C:18]([CH3:24])([CH3:23])[O:17]2)[O:20][C:19]([CH3:22])([CH3:21])[C:18]([CH3:24])([CH3:23])[O:17]1.CC([O-])=O.[K+], predict the reaction product. (6) Given the reactants C[O:2][C:3]([C:5]1[S:6][C:7]([C:11](=[O:21])[NH:12][CH2:13][C:14]2[CH:19]=[CH:18][CH:17]=[C:16]([OH:20])[CH:15]=2)=[CH:8][C:9]=1[Br:10])=[O:4].O.[OH-].[Li+].C1COCC1.Cl, predict the reaction product. The product is: [Br:10][C:9]1[CH:8]=[C:7]([C:11](=[O:21])[NH:12][CH2:13][C:14]2[CH:19]=[CH:18][CH:17]=[C:16]([OH:20])[CH:15]=2)[S:6][C:5]=1[C:3]([OH:4])=[O:2]. (7) Given the reactants [CH3:1][CH:2]1[CH:20]([CH3:21])[CH2:19][C:5]2[NH:6][C:7]([CH2:9][C:10]([C:12]3[CH:17]=[CH:16][C:15]([F:18])=[CH:14][CH:13]=3)=[O:11])=[N:8][C:4]=2[CH2:3]1.[C:22](O)(=[O:25])[C:23]#[CH:24].N1(C(N2C=CN=C2)=O)C=CN=C1, predict the reaction product. The product is: [F:18][C:15]1[CH:14]=[CH:13][C:12]([C:10]([C:9]2[CH:24]=[CH:23][C:22](=[O:25])[N:6]3[C:5]4[CH2:19][CH:20]([CH3:21])[CH:2]([CH3:1])[CH2:3][C:4]=4[NH:8][C:7]=23)=[O:11])=[CH:17][CH:16]=1.